From a dataset of Forward reaction prediction with 1.9M reactions from USPTO patents (1976-2016). Predict the product of the given reaction. (1) Given the reactants [F:1][C:2]1([F:52])[C:6]2[N:7]([CH2:14][C:15]([NH:17][C@H:18]([C:28]3[C:33](C4C=CC5N(C(=O)NN=5)C=4C)=[CH:32][CH:31]=[C:30]([C:45]#[C:46][C:47]([OH:50])([CH3:49])[CH3:48])[N:29]=3)[CH2:19][C:20]3[CH:25]=[C:24]([F:26])[CH:23]=[C:22]([F:27])[CH:21]=3)=[O:16])[N:8]=[C:9]([C:10](F)([F:12])[F:11])[C:5]=2[C@H:4]2[CH2:51][C@@H:3]12.BrC1C([C@@H](NC(=O)OC(C)(C)C)CC2C=C(F)C=C(F)C=2)=NC(C#CC(O)(C)C)=CC=1.C(OC([N:91]([CH3:104])[C:92]1[N:96]2[CH:97]=[CH:98][CH:99]=[C:100](B(O)O)[C:95]2=[N:94][N:93]=1)=O)(C)(C)C, predict the reaction product. The product is: [F:12][CH:10]([F:11])[C:9]1[C:5]2[C@H:4]3[CH2:51][C@H:3]3[C:2]([F:52])([F:1])[C:6]=2[N:7]([CH2:14][C:15]([NH:17][C@H:18]([C:28]2[C:33]([C:100]3[C:95]4[N:96]([C:92]([NH:91][CH3:104])=[N:93][N:94]=4)[CH:97]=[CH:98][CH:99]=3)=[CH:32][CH:31]=[C:30]([C:45]#[C:46][C:47]([OH:50])([CH3:49])[CH3:48])[N:29]=2)[CH2:19][C:20]2[CH:25]=[C:24]([F:26])[CH:23]=[C:22]([F:27])[CH:21]=2)=[O:16])[N:8]=1. (2) Given the reactants [F:1][C:2]1[CH:3]=[CH:4][C:5]([C@H:8]([NH:10]S(C(C)(C)C)=O)[CH3:9])=[N:6][CH:7]=1.Cl, predict the reaction product. The product is: [F:1][C:2]1[CH:3]=[CH:4][C:5]([C@H:8]([NH2:10])[CH3:9])=[N:6][CH:7]=1. (3) Given the reactants [CH3:1][N:2]1[CH:7]=[C:6](B2OC(C)(C)C(C)(C)O2)[CH:5]=[C:4]([NH:17][C:18]2[CH:23]=[CH:22][N:21]=[C:20]([CH3:24])[N:19]=2)[C:3]1=[O:25].[C:26]([C:30]1[CH:31]=[C:32]2[C:37](=[C:38]([F:40])[CH:39]=1)[C:36](=[O:41])[N:35]([C:42]1[N:49]=[CH:48][CH:47]=[C:46](Cl)[C:43]=1[CH:44]=[O:45])[N:34]=[CH:33]2)([CH3:29])([CH3:28])[CH3:27].[O-]P([O-])([O-])=O.[K+].[K+].[K+].C([O-])(=O)C.[Na+], predict the reaction product. The product is: [C:26]([C:30]1[CH:31]=[C:32]2[C:37](=[C:38]([F:40])[CH:39]=1)[C:36](=[O:41])[N:35]([C:42]1[N:49]=[CH:48][CH:47]=[C:46]([C:6]3[CH:5]=[C:4]([NH:17][C:18]4[CH:23]=[CH:22][N:21]=[C:20]([CH3:24])[N:19]=4)[C:3](=[O:25])[N:2]([CH3:1])[CH:7]=3)[C:43]=1[CH:44]=[O:45])[N:34]=[CH:33]2)([CH3:29])([CH3:27])[CH3:28]. (4) Given the reactants [CH3:1][S:2]([C:5]1[CH:10]=[CH:9][C:8]([C:11]2[CH:16]=[C:15]([C:17]([F:20])([F:19])[F:18])[CH:14]=[CH:13][N:12]=2)=[CH:7][CH:6]=1)(=[O:4])=[O:3].ClC1C=CC=C(C(OO)=[O:29])C=1, predict the reaction product. The product is: [CH3:1][S:2]([C:5]1[CH:6]=[CH:7][C:8]([C:11]2[CH:16]=[C:15]([C:17]([F:20])([F:18])[F:19])[CH:14]=[CH:13][N+:12]=2[O-:29])=[CH:9][CH:10]=1)(=[O:4])=[O:3]. (5) Given the reactants [N:1]([CH2:4][C@@H:5]([C:14]1[CH:23]=[CH:22][C:21]([O:24]CC2C=CC=CC=2)=[C:20]2[C:15]=1[CH:16]=[CH:17][C:18](=[O:32])[NH:19]2)[O:6][Si:7]([C:10]([CH3:13])([CH3:12])[CH3:11])([CH3:9])[CH3:8])=[N+]=[N-].C1CC=CCC=1, predict the reaction product. The product is: [NH2:1][CH2:4][C@@H:5]([C:14]1[CH:23]=[CH:22][C:21]([OH:24])=[C:20]2[C:15]=1[CH:16]=[CH:17][C:18](=[O:32])[NH:19]2)[O:6][Si:7]([C:10]([CH3:13])([CH3:12])[CH3:11])([CH3:9])[CH3:8].